This data is from Catalyst prediction with 721,799 reactions and 888 catalyst types from USPTO. The task is: Predict which catalyst facilitates the given reaction. Reactant: [NH2:1][C:2]1[CH:7]=[CH:6][C:5]([CH2:8][C:9]([OH:11])=[O:10])=[CH:4][CH:3]=1.[Br:12][C:13]1[CH:14]=[N:15][C:16](Cl)=[N:17][CH:18]=1.CC1C=CC(S(O)(=O)=O)=CC=1.CS(C)=O. Product: [Br:12][C:13]1[CH:14]=[N:15][C:16]([NH:1][C:2]2[CH:3]=[CH:4][C:5]([CH2:8][C:9]([OH:11])=[O:10])=[CH:6][CH:7]=2)=[N:17][CH:18]=1. The catalyst class is: 12.